This data is from Full USPTO retrosynthesis dataset with 1.9M reactions from patents (1976-2016). The task is: Predict the reactants needed to synthesize the given product. (1) Given the product [CH2:41]([N:2]1[CH2:7][CH2:6][CH:5]([O:8][C:9]2[CH:10]=[CH:11][C:12]([C:15]([NH:17][C:18]3[CH:19]=[CH:20][C:21]([NH:24][C:25]([NH:27][C:28]4[CH:32]=[C:31]([C:33]([CH3:39])([CH3:38])[C:34]([F:37])([F:35])[F:36])[O:30][N:29]=4)=[O:26])=[CH:22][CH:23]=3)=[O:16])=[N:13][CH:14]=2)[CH2:4][CH2:3]1)[CH3:42], predict the reactants needed to synthesize it. The reactants are: Cl.[NH:2]1[CH2:7][CH2:6][CH:5]([O:8][C:9]2[CH:10]=[CH:11][C:12]([C:15]([NH:17][C:18]3[CH:23]=[CH:22][C:21]([NH:24][C:25]([NH:27][C:28]4[CH:32]=[C:31]([C:33]([CH3:39])([CH3:38])[C:34]([F:37])([F:36])[F:35])[O:30][N:29]=4)=[O:26])=[CH:20][CH:19]=3)=[O:16])=[N:13][CH:14]=2)[CH2:4][CH2:3]1.Cl.[C:41](C1ON=C(NC(=O)NC2C=CC(NC(=O)C3C=C(OC4CCNCC4)C=CN=3)=CC=2)C=1)(C)(C)[CH3:42]. (2) Given the product [F:38][C:19]([F:39])([F:18])[C:20]1[C:28]2[CH2:27][CH2:26][CH2:25][CH2:24][C:23]=2[N:22]([C:29]2[CH:30]=[CH:31][C:32]([NH:43][C:46]([N:49]3[CH2:53][CH2:52][CH2:51][CH2:50]3)=[O:8])=[CH:36][CH:37]=2)[N:21]=1, predict the reactants needed to synthesize it. The reactants are: C1(P(N=[N+]=[N-])(C2C=CC=CC=2)=[O:8])C=CC=CC=1.[F:18][C:19]([F:39])([F:38])[C:20]1[C:28]2[CH2:27][CH2:26][CH2:25][CH2:24][C:23]=2[N:22]([C:29]2[CH:37]=[CH:36][C:32](C(O)=O)=[CH:31][CH:30]=2)[N:21]=1.C([N:43]([CH:46](C)C)CC)(C)C.[NH:49]1[CH2:53][CH2:52][CH2:51][CH2:50]1. (3) The reactants are: C[O:2][C:3]1[CH:20]=[CH:19][C:6](/[CH:7]=[CH:8]/[N:9]2[C:13]3[CH:14]=[CH:15][CH:16]=[CH:17][C:12]=3[S:11][C:10]2=[O:18])=[CH:5][CH:4]=1.B(Br)(Br)Br.C([O-])(O)=O.[Na+]. Given the product [OH:2][C:3]1[CH:4]=[CH:5][C:6](/[CH:7]=[CH:8]/[N:9]2[C:13]3[CH:14]=[CH:15][CH:16]=[CH:17][C:12]=3[S:11][C:10]2=[O:18])=[CH:19][CH:20]=1, predict the reactants needed to synthesize it. (4) The reactants are: [C:1]1([CH3:7])[CH:6]=[CH:5][CH:4]=[CH:3][CH:2]=1.[CH3:8][O:9][CH2:10][CH2:11][O:12][CH3:13]. Given the product [CH3:8][O:9][CH2:10][CH2:11][O:12][CH3:13].[C:1]1([CH3:7])[CH:6]=[CH:5][CH:4]=[CH:3][CH:2]=1, predict the reactants needed to synthesize it. (5) Given the product [F:33][C:5]1[CH:4]=[CH:3][C:2]([B:37]2[O:38][C:39]([CH3:41])([CH3:40])[C:35]([CH3:51])([CH3:34])[O:36]2)=[CH:7][C:6]=1[C@:8]12[CH2:16][O:15][C@H:14]([CH3:17])[C@H:13]1[CH2:12][S:11][C:10]([N:18]([C:26]([O:28][C:29]([CH3:32])([CH3:31])[CH3:30])=[O:27])[C:19]([O:21][C:22]([CH3:25])([CH3:24])[CH3:23])=[O:20])=[N:9]2, predict the reactants needed to synthesize it. The reactants are: Br[C:2]1[CH:3]=[CH:4][C:5]([F:33])=[C:6]([C@:8]23[CH2:16][O:15][C@H:14]([CH3:17])[C@H:13]2[CH2:12][S:11][C:10]([N:18]([C:26]([O:28][C:29]([CH3:32])([CH3:31])[CH3:30])=[O:27])[C:19]([O:21][C:22]([CH3:25])([CH3:24])[CH3:23])=[O:20])=[N:9]3)[CH:7]=1.[CH3:34][C:35]1([CH3:51])[C:39]([CH3:41])([CH3:40])[O:38][B:37]([B:37]2[O:38][C:39]([CH3:41])([CH3:40])[C:35]([CH3:51])([CH3:34])[O:36]2)[O:36]1.C([O-])(=O)C.[K+]. (6) Given the product [I-:1].[CH2:21]([N:6]([CH2:4][CH3:5])[C:7]1[CH:8]=[CH:9][C:10]2[NH2+:11][C:12]3[C:17]([S:18][C:19]=2[CH:20]=1)=[CH:16][C:15]([N:66]([CH2:65][CH2:64][N:63]([CH2:68][CH3:69])[CH2:61][CH3:62])[CH3:67])=[CH:14][CH:13]=3)[CH3:22], predict the reactants needed to synthesize it. The reactants are: [I-:1].[I-:1].[I-:1].[CH2:4]([N:6]([CH2:21][CH3:22])[C:7]1[CH:8]=[CH:9][C:10]2[NH2+:11][C:12]3[C:17]([S:18][C:19]=2[CH:20]=1)=[CH:16][CH:15]=[CH:14][CH:13]=3)[CH3:5].[CH2:4]([N:6]([C:7]1[CH:8]=[CH:9][C:10]2[NH2+:11][C:12]3[C:17]([S:18][C:19]=2[CH:20]=1)=[CH:16][CH:15]=[CH:14][CH:13]=3)[CH2:21][CH3:22])[CH3:5].[CH2:21]([N:6]([C:7]1[CH:8]=[CH:9][C:10]2[NH2+:11][C:12]3[C:17]([S:18][C:19]=2[CH:20]=1)=[CH:16][CH:15]=[CH:14][CH:13]=3)[CH2:4][CH3:5])[CH3:22].[CH2:61]([N:63]([CH2:68][CH3:69])[CH2:64][CH2:65][NH:66][CH3:67])[CH3:62]. (7) Given the product [Cl:1][C:2]1[CH:3]=[CH:4][C:5]([C:8]2([CH2:13][OH:14])[CH2:12][CH2:11][CH2:10][CH2:9]2)=[CH:6][CH:7]=1, predict the reactants needed to synthesize it. The reactants are: [Cl:1][C:2]1[CH:7]=[CH:6][C:5]([C:8]2([CH:13]=[O:14])[CH2:12][CH2:11][CH2:10][CH2:9]2)=[CH:4][CH:3]=1.C1(C2(CO)CCCC2)C=CC=CC=1. (8) Given the product [CH2:1]([O:3][C:4]1[CH:5]=[C:6]([C:7]2[O:9][N:19]=[C:18]([C:20]3[CH:28]=[CH:27][CH:26]=[C:25]4[C:21]=3[CH:22]=[CH:23][NH:24]4)[N:17]=2)[CH:10]=[CH:11][C:12]=1[O:13][CH2:14][CH3:15])[CH3:2], predict the reactants needed to synthesize it. The reactants are: [CH2:1]([O:3][C:4]1[CH:5]=[C:6]([CH:10]=[CH:11][C:12]=1[O:13][CH2:14][CH3:15])[C:7]([OH:9])=O)[CH3:2].O[NH:17][C:18]([C:20]1[C:21]2[CH:22]=[CH:23][NH:24][C:25]=2[CH:26]=[CH:27][CH:28]=1)=[NH:19].C1CN([P+](Br)(N2CCCC2)N2CCCC2)CC1.F[P-](F)(F)(F)(F)F.CCN(C(C)C)C(C)C.